Task: Predict the reactants needed to synthesize the given product.. Dataset: Retrosynthesis with 50K atom-mapped reactions and 10 reaction types from USPTO Given the product CS(=O)(=O)c1cccc(-c2ccc(-n3nc(C(F)(F)F)cc3-c3ccccc3C(F)(F)F)cc2)c1, predict the reactants needed to synthesize it. The reactants are: CS(=O)(=O)c1cccc(B(O)O)c1.FC(F)(F)c1cc(-c2ccccc2C(F)(F)F)n(-c2ccc(Br)cc2)n1.